Task: Predict the product of the given reaction.. Dataset: Forward reaction prediction with 1.9M reactions from USPTO patents (1976-2016) (1) Given the reactants [Si:1]([O:8][C@H:9]1[CH2:13][C@H:12]([N:14]2[C:18]3[N:19]=[CH:20][N:21]=[C:22]([NH:23][C@@H:24]4[C:32]5[C:27](=[CH:28][CH:29]=[CH:30][CH:31]=5)[CH2:26][CH2:25]4)[C:17]=3[CH:16]=[CH:15]2)[CH2:11][C@H:10]1[CH2:33]O)([C:4]([CH3:7])([CH3:6])[CH3:5])([CH3:3])[CH3:2].[C:35]([NH:42][SH:43](=[O:45])=[O:44])([O:37][C:38]([CH3:41])([CH3:40])[CH3:39])=[O:36].C1(P(C2C=CC=CC=2)C2C=CC=CC=2)C=CC=CC=1.C(OCC)(=O)C.[N:71](C(OCC)=O)=NC(OCC)=O, predict the reaction product. The product is: [NH2:71][S:43]([N:42]([CH2:33][C@@H:10]1[CH2:11][C@@H:12]([N:14]2[C:18]3[N:19]=[CH:20][N:21]=[C:22]([NH:23][C@@H:24]4[C:32]5[C:27](=[CH:28][CH:29]=[CH:30][CH:31]=5)[CH2:26][CH2:25]4)[C:17]=3[CH:16]=[CH:15]2)[CH2:13][C@@H:9]1[O:8][Si:1]([C:4]([CH3:6])([CH3:7])[CH3:5])([CH3:2])[CH3:3])[C:35](=[O:36])[O:37][C:38]([CH3:41])([CH3:40])[CH3:39])(=[O:44])=[O:45]. (2) Given the reactants [ClH:1].Cl.[NH2:3][C@@H:4]1[CH2:6][C@H:5]1[C:7]1[CH:8]=[C:9]([CH:19]=[CH:20][CH:21]=1)[C:10]([NH:12][C:13]1[S:14][C:15]([CH3:18])=[N:16][N:17]=1)=[O:11].C(=O)([O-])O.[Na+].[C:27]1(=O)[CH2:30][CH2:29][CH2:28]1, predict the reaction product. The product is: [ClH:1].[CH:27]1([NH:3][C@@H:4]2[CH2:6][C@H:5]2[C:7]2[CH:8]=[C:9]([CH:19]=[CH:20][CH:21]=2)[C:10]([NH:12][C:13]2[S:14][C:15]([CH3:18])=[N:16][N:17]=2)=[O:11])[CH2:30][CH2:29][CH2:28]1. (3) Given the reactants C([O:8][C:9]1[CH:10]=[C:11]2[C:15](=[CH:16][C:17]=1[O:18][CH:19]([F:21])[F:20])[NH:14][CH:13]=[CH:12]2)C1C=CC=CC=1, predict the reaction product. The product is: [F:21][CH:19]([F:20])[O:18][C:17]1[CH:16]=[C:15]2[C:11]([CH:12]=[CH:13][NH:14]2)=[CH:10][C:9]=1[OH:8]. (4) Given the reactants [NH:1]1[CH2:6][CH2:5][CH:4]([O:7][C@H:8]2[CH2:13][CH2:12][C@H:11]([C:14]([O:16][CH2:17][CH3:18])=[O:15])[CH2:10][CH2:9]2)[CH2:3][CH2:2]1.[C:19](=[O:22])(O)[O-].[Na+], predict the reaction product. The product is: [CH:19]([C:5]1[CH:4]=[CH:3][C:2]([N:1]2[CH2:2][CH2:3][CH:4]([O:7][C@H:8]3[CH2:13][CH2:12][C@H:11]([C:14]([O:16][CH2:17][CH3:18])=[O:15])[CH2:10][CH2:9]3)[CH2:5][CH2:6]2)=[N:1][CH:6]=1)=[O:22]. (5) Given the reactants [N:1]1[C:2]([C:10](/[C:12](=[CH:18]\[N:19](C)C)/[C:13]([O:15][CH2:16][CH3:17])=[O:14])=O)=[N:3][N:4]2[CH:9]=[CH:8][CH:7]=[CH:6][C:5]=12.O.[NH2:23]N, predict the reaction product. The product is: [N:1]1[C:2]([C:10]2[C:12]([C:13]([O:15][CH2:16][CH3:17])=[O:14])=[CH:18][NH:19][N:23]=2)=[N:3][N:4]2[CH:9]=[CH:8][CH:7]=[CH:6][C:5]=12. (6) Given the reactants C(N(CC)CC)C.[NH2:8][C:9]1[C:10]([O:29][CH3:30])=[C:11]([NH:19][S:20]([CH:23]2[CH2:28][CH2:27][CH2:26][CH2:25][CH2:24]2)(=[O:22])=[O:21])[CH:12]=[C:13]([C:15]([CH3:18])([CH3:17])[CH3:16])[CH:14]=1.C1([O:37][C:38](=O)[NH:39][C:40]2[C:49]3[C:44](=[CH:45][CH:46]=[CH:47][CH:48]=3)[C:43]([O:50][C:51]3[CH:56]=[CH:55][N:54]=[C:53]([NH:57][C:58]4[CH:63]=[C:62]([O:64][CH2:65][CH2:66][O:67][CH2:68][CH2:69][O:70][CH2:71][CH2:72][O:73][CH3:74])[CH:61]=[C:60]([O:75][CH3:76])[CH:59]=4)[N:52]=3)=[CH:42][CH:41]=2)C=CC=CC=1, predict the reaction product. The product is: [C:15]([C:13]1[CH:14]=[C:9]([NH:8][C:38]([NH:39][C:40]2[C:49]3[C:44](=[CH:45][CH:46]=[CH:47][CH:48]=3)[C:43]([O:50][C:51]3[CH:56]=[CH:55][N:54]=[C:53]([NH:57][C:58]4[CH:63]=[C:62]([O:64][CH2:65][CH2:66][O:67][CH2:68][CH2:69][O:70][CH2:71][CH2:72][O:73][CH3:74])[CH:61]=[C:60]([O:75][CH3:76])[CH:59]=4)[N:52]=3)=[CH:42][CH:41]=2)=[O:37])[C:10]([O:29][CH3:30])=[C:11]([NH:19][S:20]([CH:23]2[CH2:24][CH2:25][CH2:26][CH2:27][CH2:28]2)(=[O:22])=[O:21])[CH:12]=1)([CH3:18])([CH3:17])[CH3:16].